Dataset: Catalyst prediction with 721,799 reactions and 888 catalyst types from USPTO. Task: Predict which catalyst facilitates the given reaction. Reactant: [C:1]([C:5]1[CH:12]=[CH:11][C:8]([CH:9]=O)=[CH:7][CH:6]=1)([CH3:4])([CH3:3])[CH3:2].[CH2:13]([NH2:21])[CH2:14][C:15]1[CH:20]=[CH:19][CH:18]=[CH:17][CH:16]=1.[BH4-].[Na+]. Product: [C:1]([C:5]1[CH:12]=[CH:11][C:8]([CH2:9][NH:21][CH2:13][CH2:14][C:15]2[CH:20]=[CH:19][CH:18]=[CH:17][CH:16]=2)=[CH:7][CH:6]=1)([CH3:4])([CH3:3])[CH3:2]. The catalyst class is: 240.